The task is: Predict the product of the given reaction.. This data is from Forward reaction prediction with 1.9M reactions from USPTO patents (1976-2016). (1) Given the reactants C([N:8]1[CH2:13][CH2:12][N:11]([CH2:14][C:15]([N:17]([C:19]2[CH:24]=[CH:23][C:22]([NH:25]/[C:26](=[C:33]3\[C:34](=[O:45])[NH:35][C:36]4[C:41]\3=[CH:40][C:39]([N+:42]([O-:44])=[O:43])=[CH:38][CH:37]=4)/[C:27]3[CH:32]=[CH:31][CH:30]=[CH:29][CH:28]=3)=[CH:21][CH:20]=2)[CH3:18])=[O:16])[CH2:10][CH2:9]1)C1C=CC=CC=1.[Cl:46]C(OC(Cl)C)=O, predict the reaction product. The product is: [ClH:46].[ClH:46].[N:11]1([CH2:14][C:15]([N:17]([C:19]2[CH:20]=[CH:21][C:22]([NH:25]/[C:26](=[C:33]3\[C:34](=[O:45])[NH:35][C:36]4[C:41]\3=[CH:40][C:39]([N+:42]([O-:44])=[O:43])=[CH:38][CH:37]=4)/[C:27]3[CH:28]=[CH:29][CH:30]=[CH:31][CH:32]=3)=[CH:23][CH:24]=2)[CH3:18])=[O:16])[CH2:12][CH2:13][NH:8][CH2:9][CH2:10]1. (2) Given the reactants [CH:1]1[C:10]2[C:5](=[C:6]([CH2:11][C:12]([O:14]C)=O)[CH:7]=[CH:8][CH:9]=2)[CH:4]=[CH:3][N:2]=1.[Br:16][C:17]1[CH:22]=[CH:21][C:20]([CH:23]([NH2:25])[CH3:24])=[CH:19][CH:18]=1.BrC1C=CC(CN)=CC=1.N, predict the reaction product. The product is: [Br:16][C:17]1[CH:22]=[CH:21][C:20]([CH:23]([NH:25][C:12](=[O:14])[CH2:11][C:6]2[CH:7]=[CH:8][CH:9]=[C:10]3[C:5]=2[CH:4]=[CH:3][N:2]=[CH:1]3)[CH3:24])=[CH:19][CH:18]=1. (3) Given the reactants [N:1]1[CH:6]=[C:5](/[CH:7]=[N:8]/[NH:9][C:10]2[CH:15]=[CH:14][CH:13]=[C:12]([O:16][C:17]([F:20])([F:19])[F:18])[CH:11]=2)[CH:4]=[N:3][CH:2]=1.[C:21]([O:27][CH2:28][CH3:29])(=[O:26])[CH2:22][C:23]([CH3:25])=O, predict the reaction product. The product is: [CH2:28]([O:27][C:21]([C:22]1[C:7]([C:5]2[CH:6]=[N:1][CH:2]=[N:3][CH:4]=2)=[N:8][N:9]([C:10]2[CH:15]=[CH:14][CH:13]=[C:12]([O:16][C:17]([F:18])([F:19])[F:20])[CH:11]=2)[C:23]=1[CH3:25])=[O:26])[CH3:29]. (4) Given the reactants [S:1]1[C:5]2[CH:6]=[C:7]([N:10]3[CH:14](C(F)(F)F)[CH2:13][NH:12][C:11]3=[O:19])[CH:8]=[CH:9][C:4]=2[N:3]=[CH:2]1.I[C:21]1[CH:22]=[N:23][CH:24]=[CH:25][C:26]=1[CH3:27].[CH3:28]NC1CCCCC1NC.P([O-])([O-])([O-])=O.[K+].[K+].[K+], predict the reaction product. The product is: [S:1]1[C:5]2[CH:6]=[C:7]([N:10]3[CH2:14][CH:13]([CH3:28])[N:12]([C:21]4[CH:22]=[N:23][CH:24]=[CH:25][C:26]=4[CH3:27])[C:11]3=[O:19])[CH:8]=[CH:9][C:4]=2[N:3]=[CH:2]1. (5) Given the reactants [NH2:1][C:2]1[CH:7]=[CH:6][CH:5]=[C:4]([CH3:8])[CH:3]=1.[C:9]([O:17]CC)(=O)[CH2:10][C:11]([O:13]CC)=O, predict the reaction product. The product is: [CH3:8][C:4]1[CH:3]=[C:2]([NH:1][C:11](=[O:13])[CH2:10][C:9]([NH:1][C:2]2[CH:7]=[CH:6][CH:5]=[C:4]([CH3:8])[CH:3]=2)=[O:17])[CH:7]=[CH:6][CH:5]=1. (6) Given the reactants [F:1][C:2]1[CH:7]=[C:6]([I:8])[CH:5]=[CH:4][C:3]=1[NH:9][C:10]1[C:15]([N+:16]([O-:18])=[O:17])=[C:14]([F:19])[CH:13]=[C:12](F)[C:11]=1[F:21].[CH3:22][O-:23].[Na+], predict the reaction product. The product is: [F:1][C:2]1[CH:7]=[C:6]([I:8])[CH:5]=[CH:4][C:3]=1[NH:9][C:10]1[C:15]([N+:16]([O-:18])=[O:17])=[C:14]([F:19])[CH:13]=[C:12]([O:23][CH3:22])[C:11]=1[F:21]. (7) Given the reactants [CH3:1][O:2][C:3](=[O:22])[C:4]1[CH:9]=[CH:8][CH:7]=[C:6]([S:10][C:11]2[C:19]3[C:14](=[CH:15][C:16]([Cl:20])=[CH:17][CH:18]=3)[NH:13][C:12]=2[CH3:21])[CH:5]=1.Br[C:24]1[CH:25]=[CH:26][C:27]([C:30]([F:33])([F:32])[F:31])=[N:28][CH:29]=1, predict the reaction product. The product is: [CH3:1][O:2][C:3](=[O:22])[C:4]1[CH:9]=[CH:8][CH:7]=[C:6]([S:10][C:11]2[C:19]3[C:14](=[CH:15][C:16]([Cl:20])=[CH:17][CH:18]=3)[N:13]([C:24]3[CH:29]=[N:28][C:27]([C:30]([F:33])([F:32])[F:31])=[CH:26][CH:25]=3)[C:12]=2[CH3:21])[CH:5]=1.